From a dataset of Reaction yield outcomes from USPTO patents with 853,638 reactions. Predict the reaction yield, written as a fraction of the theoretical maximum amount of product (1.0 means a 100% yield; for example, 0.34 means a 34% yield). (1) The reactants are [CH3:1][O:2][C:3]1[CH:33]=[CH:32][C:6]([CH2:7][N:8]2[CH:12]=[C:11]([N+:13]([O-])=O)[C:10]([C:16]3[NH:20][C:19]4[CH:21]=[CH:22][C:23]([CH2:25][N:26]5[CH2:31][CH2:30][O:29][CH2:28][CH2:27]5)=[CH:24][C:18]=4[N:17]=3)=[N:9]2)=[CH:5][CH:4]=1. The catalyst is [Fe].O1CCOCC1.O. The product is [CH3:1][O:2][C:3]1[CH:4]=[CH:5][C:6]([CH2:7][N:8]2[CH:12]=[C:11]([NH2:13])[C:10]([C:16]3[NH:20][C:19]4[CH:21]=[CH:22][C:23]([CH2:25][N:26]5[CH2:27][CH2:28][O:29][CH2:30][CH2:31]5)=[CH:24][C:18]=4[N:17]=3)=[N:9]2)=[CH:32][CH:33]=1. The yield is 0.940. (2) The reactants are [O:1]1[C:10]2[C:5](=[CH:6][CH:7]=[CH:8][CH:9]=2)[C:4](=[O:11])[CH2:3][CH2:2]1.[N-:12]=[N+]=[N-].[Na+].S(=O)(=O)(O)O.[OH-].[NH4+]. The catalyst is C(O)(=O)C. The product is [O:1]1[C:10]2[CH:9]=[CH:8][CH:7]=[CH:6][C:5]=2[C:4](=[O:11])[NH:12][CH2:3][CH2:2]1. The yield is 0.540. (3) The product is [F:1][C:2]1[CH:3]=[C:4]([C:8]2[O:17][N:19]=[C:10]([C:11]([O:13][CH2:14][CH3:15])=[O:12])[CH:9]=2)[CH:5]=[CH:6][CH:7]=1. The reactants are [F:1][C:2]1[CH:3]=[C:4]([C:8](=[O:17])[CH2:9][C:10](=O)[C:11]([O:13][CH2:14][CH3:15])=[O:12])[CH:5]=[CH:6][CH:7]=1.Cl.[NH2:19]O. The catalyst is CCO. The yield is 0.870. (4) The reactants are CS(C)=O.[N+:5](/[CH:8]=[CH:9]/[C:10]1[S:11][C:12]([O:15][C:16]2[CH:21]=[CH:20][C:19]([CH3:22])=[CH:18][CH:17]=2)=[CH:13][CH:14]=1)([O-:7])=[O:6].C(O)(=O)C.[BH4-].[Na+]. The catalyst is O. The product is [N+:5]([CH2:8][CH2:9][C:10]1[S:11][C:12]([O:15][C:16]2[CH:21]=[CH:20][C:19]([CH3:22])=[CH:18][CH:17]=2)=[CH:13][CH:14]=1)([O-:7])=[O:6]. The yield is 0.476. (5) The reactants are Cl.[NH:2]1[CH2:7][CH2:6][C:5](=[CH:8][C:9]2[CH:10]=[C:11]([CH:23]=[CH:24][CH:25]=2)[O:12][C:13]2[CH:18]=[CH:17][C:16]([C:19]([F:22])([F:21])[F:20])=[CH:15][N:14]=2)[CH2:4][CH2:3]1.[CH3:26][O:27][C:28]1[N:33]=[CH:32][C:31]([NH:34][C:35](=O)[O:36]C2C=CC=CC=2)=[CH:30][CH:29]=1.C(N(C(C)C)CC)(C)C. The catalyst is CS(C)=O. The product is [CH3:26][O:27][C:28]1[N:33]=[CH:32][C:31]([NH:34][C:35]([N:2]2[CH2:7][CH2:6][C:5](=[CH:8][C:9]3[CH:25]=[CH:24][CH:23]=[C:11]([O:12][C:13]4[CH:18]=[CH:17][C:16]([C:19]([F:22])([F:20])[F:21])=[CH:15][N:14]=4)[CH:10]=3)[CH2:4][CH2:3]2)=[O:36])=[CH:30][CH:29]=1. The yield is 0.580. (6) The reactants are [CH3:1][O:2][C:3]1[CH:4]=[C:5]([C:9]2[C:10]([N:18]3[CH2:23][CH2:22][NH:21][CH2:20][CH2:19]3)=[C:11]3[CH:17]=[CH:16][NH:15][C:12]3=[N:13][CH:14]=2)[CH:6]=[CH:7][CH:8]=1.[C:24]([O:28][C:29]([NH:31][C@H:32]([CH2:36][C:37]1[CH:42]=[CH:41][C:40]([Cl:43])=[CH:39][CH:38]=1)[C:33](O)=[O:34])=[O:30])([CH3:27])([CH3:26])[CH3:25].C1C=CC2N(O)N=NC=2C=1.O.CCN=C=NCCCN(C)C.CCN(C(C)C)C(C)C. The catalyst is C(Cl)Cl. The product is [Cl:43][C:40]1[CH:41]=[CH:42][C:37]([CH2:36][C@@H:32]([NH:31][C:29](=[O:30])[O:28][C:24]([CH3:26])([CH3:25])[CH3:27])[C:33]([N:21]2[CH2:22][CH2:23][N:18]([C:10]3[C:9]([C:5]4[CH:6]=[CH:7][CH:8]=[C:3]([O:2][CH3:1])[CH:4]=4)=[CH:14][N:13]=[C:12]4[NH:15][CH:16]=[CH:17][C:11]=34)[CH2:19][CH2:20]2)=[O:34])=[CH:38][CH:39]=1. The yield is 0.546. (7) The yield is 0.720. The catalyst is CO.[Ni]. The reactants are [Cl:1][C:2]1[CH:7]=[C:6]([O:8][C:9]2[CH:14]=[C:13]([F:15])[C:12]([N+:16]([O-])=O)=[CH:11][C:10]=2[F:19])[CH:5]=[CH:4][N:3]=1. The product is [Cl:1][C:2]1[CH:7]=[C:6]([O:8][C:9]2[C:10]([F:19])=[CH:11][C:12]([NH2:16])=[C:13]([F:15])[CH:14]=2)[CH:5]=[CH:4][N:3]=1.